Task: Binary Classification. Given a drug SMILES string, predict its activity (active/inactive) in a high-throughput screening assay against a specified biological target.. Dataset: Cav3 T-type calcium channel HTS with 100,875 compounds (1) The compound is FC(F)(F)c1ccc(C2C(C(OC(=C2)C(=O)N2CCN(CC2)Cc2cc3OCOc3cc2)OCC)CCCO)cc1. The result is 0 (inactive). (2) The drug is S(CCN1CCOCC1)c1n(c2c(n(c(=O)n(c2=O)C)C)n1)Cc1cc(ccc1)C. The result is 0 (inactive).